From a dataset of Peptide-MHC class I binding affinity with 185,985 pairs from IEDB/IMGT. Regression. Given a peptide amino acid sequence and an MHC pseudo amino acid sequence, predict their binding affinity value. This is MHC class I binding data. The peptide sequence is AWQRTLKWF. The MHC is HLA-A24:03 with pseudo-sequence HLA-A24:03. The binding affinity (normalized) is 0.566.